The task is: Predict which catalyst facilitates the given reaction.. This data is from Catalyst prediction with 721,799 reactions and 888 catalyst types from USPTO. (1) Reactant: Cl[C:2]1[C:3]([C:12]([O:14]CC)=[O:13])=[N:4][C:5]2[C:10]([N:11]=1)=[CH:9][CH:8]=[CH:7][CH:6]=2.[F:17][C:18]1[CH:23]=[CH:22][C:21]([OH:24])=[C:20]([O:25][CH3:26])[CH:19]=1.C([O-])([O-])=O.[Cs+].[Cs+].Cl. Product: [F:17][C:18]1[CH:23]=[CH:22][C:21]([O:24][C:2]2[C:3]([C:12]([OH:14])=[O:13])=[N:4][C:5]3[C:10]([N:11]=2)=[CH:9][CH:8]=[CH:7][CH:6]=3)=[C:20]([O:25][CH3:26])[CH:19]=1. The catalyst class is: 179. (2) Reactant: [Cl:1][C:2]1[N:7]=[CH:6][C:5]([CH2:8][C:9]#[N:10])=[CH:4][CH:3]=1.[OH-].[Na+].Br[CH2:14][CH2:15]Cl. Product: [Cl:1][C:2]1[N:7]=[CH:6][C:5]([C:8]2([C:9]#[N:10])[CH2:15][CH2:14]2)=[CH:4][CH:3]=1. The catalyst class is: 786. (3) Reactant: Cl[C:2]1[N:7]=[C:6]([CH2:8][CH2:9][C:10]2[CH:15]=[CH:14][CH:13]=[CH:12][C:11]=2[C:16]2([C:19]([NH2:21])=[O:20])[CH2:18][CH2:17]2)[C:5]([Cl:22])=[CH:4][N:3]=1.[NH2:23][C:24]1[CH:29]=[CH:28][N:27]=[N:26][CH:25]=1.CC1(C)C2C(=C(P(C3C=CC=CC=3)C3C=CC=CC=3)C=CC=2)OC2C(P(C3C=CC=CC=3)C3C=CC=CC=3)=CC=CC1=2.C([O-])([O-])=O.[Cs+].[Cs+]. Product: [Cl:22][C:5]1[C:6]([CH2:8][CH2:9][C:10]2[CH:15]=[CH:14][CH:13]=[CH:12][C:11]=2[C:16]2([C:19]([NH2:21])=[O:20])[CH2:18][CH2:17]2)=[N:7][C:2]([NH:23][C:24]2[CH:29]=[CH:28][N:27]=[N:26][CH:25]=2)=[N:3][CH:4]=1. The catalyst class is: 160. (4) Reactant: [NH:1]1[CH2:5][CH2:4][CH2:3][CH2:2]1.[Cl:6][C:7]1[C:14]([OH:15])=[CH:13][CH:12]=[CH:11][C:8]=1[CH:9]=O.C(O[BH-](OC(=O)C)OC(=O)C)(=O)C.[Na+].Cl. Product: [Cl:6][C:7]1[C:8]([CH2:9][N:1]2[CH2:5][CH2:4][CH2:3][CH2:2]2)=[CH:11][CH:12]=[CH:13][C:14]=1[OH:15]. The catalyst class is: 46. (5) Reactant: [OH:1][CH:2]([CH2:19][NH:20][CH2:21][CH:22]1[CH2:27][CH2:26][N:25]([CH2:28][CH2:29][C:30]([F:33])([F:32])[F:31])[CH2:24][CH2:23]1)[CH2:3][O:4][C:5]1[C:17]2[C:16]3[C:11](=[CH:12][CH:13]=[CH:14][CH:15]=3)[C:10](=[O:18])[C:9]=2[CH:8]=[CH:7][CH:6]=1.[H-].[H-].[H-].[H-].[Li+].[Al+3].[OH-].[Na+].[O-]S([O-])(=O)=O.[Na+].[Na+]. Product: [OH:1][C@@H:2]([CH2:19][NH:20][CH2:21][CH:22]1[CH2:23][CH2:24][N:25]([CH2:28][CH2:29][C:30]([F:33])([F:31])[F:32])[CH2:26][CH2:27]1)[CH2:3][O:4][C:5]1[C:17]2[C:16]3[C:11](=[CH:12][CH:13]=[CH:14][CH:15]=3)[CH:10]([OH:18])[C:9]=2[CH:8]=[CH:7][CH:6]=1. The catalyst class is: 20.